Dataset: Reaction yield outcomes from USPTO patents with 853,638 reactions. Task: Predict the reaction yield, written as a fraction of the theoretical maximum amount of product (1.0 means a 100% yield; for example, 0.34 means a 34% yield). (1) The reactants are [Br:1][C:2]1[CH:3]=[CH:4][C:5]([OH:23])=[C:6]([CH:22]=1)[C:7]([NH:9][C:10]1[CH:15]=[C:14]([C:16]([F:19])([F:18])[F:17])[CH:13]=[C:12]([O:20][CH3:21])[CH:11]=1)=[O:8].[N:24]1([C:30](Cl)=[O:31])[CH2:29][CH2:28][O:27][CH2:26][CH2:25]1. No catalyst specified. The product is [Br:1][C:2]1[CH:3]=[CH:4][C:5]([O:23][C:30]([N:24]2[CH2:29][CH2:28][O:27][CH2:26][CH2:25]2)=[O:31])=[C:6]([CH:22]=1)[C:7]([NH:9][C:10]1[CH:15]=[C:14]([C:16]([F:19])([F:17])[F:18])[CH:13]=[C:12]([O:20][CH3:21])[CH:11]=1)=[O:8]. The yield is 0.858. (2) The reactants are F[P-](F)(F)(F)(F)F.N1([O:17][C:18](N(C)C)=[N+](C)C)C2C=CC=CC=2N=N1.[NH2:25][C@@H:26]1[C@@H:30]([O:31][CH2:32][CH3:33])[O:29][C:28](=[O:34])[CH2:27]1.CCN([CH2:40][CH3:41])CC.[CH2:42](Cl)Cl.CN1[C:50](=[O:51])[CH2:49][CH2:48][CH2:47]1. No catalyst specified. The product is [CH2:50]([O:51][C:18](=[O:17])[NH:25][C@H:26]1[CH2:27][C:28](=[O:34])[O:29][C@H:30]1[O:31][CH2:32][CH3:33])[C:49]1[CH:41]=[CH:40][CH:42]=[CH:47][CH:48]=1. The yield is 0.430. (3) The reactants are [Br:1][C:2]1[CH:10]=[CH:9][C:5](C(Cl)=O)=[CH:4][C:3]=1[Cl:11].C[Si](C=[N+]=[N-])(C)C.[ClH:19].CCO[C:23]([CH3:25])=[O:24]. The catalyst is C(#N)C.C1COCC1. The product is [Br:1][C:2]1[CH:10]=[CH:9][C:5]([C:23](=[O:24])[CH2:25][Cl:19])=[CH:4][C:3]=1[Cl:11]. The yield is 0.950. (4) The reactants are [F:1][C:2]([F:14])([O:6][C:7]1[CH:8]=[C:9]([CH3:13])[CH:10]=[CH:11][CH:12]=1)[CH:3]([F:5])[F:4].[Br:15]N1C(=O)CCC1=O. The catalyst is C(Cl)(Cl)(Cl)Cl.N(C(C)(C)C#N)=NC(C)(C)C#N. The product is [F:1][C:2]([F:14])([O:6][C:7]1[CH:8]=[C:9]([CH2:13][Br:15])[CH:10]=[CH:11][CH:12]=1)[CH:3]([F:4])[F:5]. The yield is 0.960. (5) The yield is 0.510. The product is [CH2:3]([O:5][C:6]1[CH:7]=[C:8]([C:15]2[S:16][CH:17]=[C:18]([CH2:20][CH:21]([C:35]([C:30]3[C:29]([O:28][CH2:26][CH3:27])=[CH:34][CH:33]=[CH:32][N:31]=3)=[O:36])[C:22]([O:24][CH3:25])=[O:23])[N:19]=2)[CH:9]=[CH:10][C:11]=1[O:12][CH2:13][CH3:14])[CH3:4]. The catalyst is C(COC)OC.CO. The reactants are [H-].[Na+].[CH2:3]([O:5][C:6]1[CH:7]=[C:8]([C:15]2[S:16][CH:17]=[C:18]([CH2:20][CH2:21][C:22]([O:24][CH3:25])=[O:23])[N:19]=2)[CH:9]=[CH:10][C:11]=1[O:12][CH2:13][CH3:14])[CH3:4].[CH2:26]([O:28][C:29]1[C:30]([C:35](OC)=[O:36])=[N:31][CH:32]=[CH:33][CH:34]=1)[CH3:27].[Cl-].[NH4+]. (6) The reactants are C(O[B:5]1[O:9][C:8]([CH3:11])([CH3:10])[C:7]([CH3:13])([CH3:12])[O:6]1)(C)C.C([Li])CCC.[F:19][C:20]1[CH:21]=[C:22]([C:27]2([O:31][CH3:32])[CH2:30][O:29][CH2:28]2)[CH:23]=[C:24]([F:26])[CH:25]=1. No catalyst specified. The product is [F:19][C:20]1[CH:21]=[C:22]([C:27]2([O:31][CH3:32])[CH2:28][O:29][CH2:30]2)[CH:23]=[C:24]([F:26])[C:25]=1[B:5]1[O:6][C:7]([CH3:12])([CH3:13])[C:8]([CH3:10])([CH3:11])[O:9]1. The yield is 1.00.